From a dataset of Full USPTO retrosynthesis dataset with 1.9M reactions from patents (1976-2016). Predict the reactants needed to synthesize the given product. (1) Given the product [CH3:7][N:6]1[C:2]([N:17]2[CH2:23][CH2:22][CH2:21][C@H:20]([NH:24][C:25](=[O:31])[O:26][C:27]([CH3:28])([CH3:29])[CH3:30])[CH2:19]2)=[C:3]([N+:8]([O-:10])=[O:9])[CH:4]=[N:5]1, predict the reactants needed to synthesize it. The reactants are: Cl[C:2]1[N:6]([CH3:7])[N:5]=[CH:4][C:3]=1[N+:8]([O-:10])=[O:9].NC1C=NN(C)C=1[N:17]1[CH2:23][CH2:22][CH2:21][CH:20]([NH:24][C:25](=[O:31])[O:26][C:27]([CH3:30])([CH3:29])[CH3:28])[CH2:19]C1.N1CCC[C@H](NC(=O)OC(C)(C)C)C1.CCN(C(C)C)C(C)C. (2) Given the product [Cl:1][C:2]1[N:3]=[C:4]([NH:22][C:23]2[C:24]([C:33]([NH2:35])=[O:34])=[CH:25][C:26]3[C:31]([CH:32]=2)=[CH:30][CH:29]=[CH:28][CH:27]=3)[C:5]2[CH:10]=[CH:9][N:8]([S:11]([C:14]3[CH:19]=[CH:18][C:17]([CH3:20])=[CH:16][CH:15]=3)(=[O:13])=[O:12])[C:6]=2[N:7]=1, predict the reactants needed to synthesize it. The reactants are: [Cl:1][C:2]1[N:3]=[C:4](Cl)[C:5]2[CH:10]=[CH:9][N:8]([S:11]([C:14]3[CH:19]=[CH:18][C:17]([CH3:20])=[CH:16][CH:15]=3)(=[O:13])=[O:12])[C:6]=2[N:7]=1.[NH2:22][C:23]1[C:24]([C:33]([NH2:35])=[O:34])=[CH:25][C:26]2[C:31]([CH:32]=1)=[CH:30][CH:29]=[CH:28][CH:27]=2. (3) Given the product [ClH:28].[NH2:20][C@@H:18]1[CH2:19][C@H:17]1[C:14]1[CH:13]=[CH:12][C:11]([NH:10][C:8](=[O:9])[C:4]2[CH:5]=[CH:6][CH:7]=[C:2]([CH3:1])[CH:3]=2)=[CH:16][CH:15]=1, predict the reactants needed to synthesize it. The reactants are: [CH3:1][C:2]1[CH:3]=[C:4]([C:8]([NH:10][C:11]2[CH:16]=[CH:15][C:14]([C@@H:17]3[CH2:19][C@H:18]3[NH:20]C(=O)OC(C)(C)C)=[CH:13][CH:12]=2)=[O:9])[CH:5]=[CH:6][CH:7]=1.[ClH:28].C(OCC)(=O)C. (4) Given the product [C:1]([O:5][C:6]([N:8]1[C:16]2[C:11](=[CH:12][C:13]([O:17][CH2:18][C:19]3[CH:20]=[CH:21][CH:22]=[CH:23][CH:24]=3)=[CH:14][CH:15]=2)[C:10]([C:25]2[N:26]([C:35]([O:37][C:38]([CH3:41])([CH3:40])[CH3:39])=[O:36])[C:27]3[C:32]([CH:33]=2)=[CH:31][C:30]([O:34][CH2:43][CH2:44][Cl:45])=[CH:29][CH:28]=3)=[N:9]1)=[O:7])([CH3:4])([CH3:3])[CH3:2], predict the reactants needed to synthesize it. The reactants are: [C:1]([O:5][C:6]([N:8]1[C:16]2[C:11](=[CH:12][C:13]([O:17][CH2:18][C:19]3[CH:24]=[CH:23][CH:22]=[CH:21][CH:20]=3)=[CH:14][CH:15]=2)[C:10]([C:25]2[N:26]([C:35]([O:37][C:38]([CH3:41])([CH3:40])[CH3:39])=[O:36])[C:27]3[C:32]([CH:33]=2)=[CH:31][C:30]([OH:34])=[CH:29][CH:28]=3)=[N:9]1)=[O:7])([CH3:4])([CH3:3])[CH3:2].Br[CH2:43][CH2:44][Cl:45].[OH-].[Na+]. (5) Given the product [C:21]1([C:27]2[O:3][N:1]=[C:4]3[CH:9]=[CH:8][C:7]([C:10]4[N:14]([C:15]5[CH:20]=[CH:19][CH:18]=[CH:17][CH:16]=5)[N:13]=[CH:12][CH:11]=4)=[CH:6][C:5]=23)[CH:26]=[CH:25][CH:24]=[CH:23][CH:22]=1, predict the reactants needed to synthesize it. The reactants are: [N+:1]([C:4]1[CH:9]=[CH:8][C:7]([C:10]2[N:14]([C:15]3[CH:20]=[CH:19][CH:18]=[CH:17][CH:16]=3)[N:13]=[CH:12][CH:11]=2)=[CH:6][CH:5]=1)([O-:3])=O.[C:21]1([CH2:27]C#N)[CH:26]=[CH:25][CH:24]=[CH:23][CH:22]=1. (6) Given the product [CH2:1]([C:8]1[C:13](=[O:14])[C:12]([I:17])=[C:11]([CH3:15])[NH:10][C:9]=1[CH3:16])[CH2:2][CH2:3][CH2:4][CH2:5][CH2:6][CH3:7], predict the reactants needed to synthesize it. The reactants are: [CH2:1]([C:8]1[C:13](=[O:14])[CH:12]=[C:11]([CH3:15])[NH:10][C:9]=1[CH3:16])[CH2:2][CH2:3][CH2:4][CH2:5][CH2:6][CH3:7].[I:17]I.S([O-])([O-])(=O)=S.[Na+].[Na+].